Dataset: Reaction yield outcomes from USPTO patents with 853,638 reactions. Task: Predict the reaction yield, written as a fraction of the theoretical maximum amount of product (1.0 means a 100% yield; for example, 0.34 means a 34% yield). (1) The reactants are CC(C1C=C(C(C)C)C(C2C=CC=CC=2P(C2CCCCC2)C2CCCCC2)=C(C(C)C)C=1)C.Cl[C:36]1[N:44]=[C:43]2[C:39]([N:40]=[C:41]([CH:46]=[O:47])[N:42]2[CH3:45])=[C:38]([N:48]2[CH2:53][CH2:52][O:51][CH2:50][CH2:49]2)[N:37]=1.[CH2:54]([C:56]1[NH:60][C:59]2[CH:61]=[CH:62][CH:63]=[CH:64][C:58]=2[N:57]=1)C.C(=O)([O-])[O-].[Cs+].[Cs+]. The catalyst is O1CCOCC1.C1C=CC(/C=C/C(/C=C/C2C=CC=CC=2)=O)=CC=1.C1C=CC(/C=C/C(/C=C/C2C=CC=CC=2)=O)=CC=1.C1C=CC(/C=C/C(/C=C/C2C=CC=CC=2)=O)=CC=1.[Pd].[Pd]. The product is [CH3:45][N:42]1[C:41]([CH:46]=[O:47])=[N:40][C:39]2[C:43]1=[N:44][C:36]([N:57]1[C:58]3[CH:64]=[CH:63][CH:62]=[CH:61][C:59]=3[N:60]=[C:56]1[CH3:54])=[N:37][C:38]=2[N:48]1[CH2:53][CH2:52][O:51][CH2:50][CH2:49]1. The yield is 0.500. (2) The reactants are [CH3:1][N:2]1[CH2:6][CH2:5][CH2:4][C@H:3]1[C:7]1[CH:8]=[CH:9][C:10]([NH2:13])=[N:11][CH:12]=1.Br[C:15]1[C:16](=[O:23])[N:17]([CH3:22])[N:18]=[C:19]([Cl:21])[CH:20]=1.C(=O)([O-])[O-].[Cs+].[Cs+].C1(P(C2C=CC=CC=2)C2C3OC4C(=CC=CC=4P(C4C=CC=CC=4)C4C=CC=CC=4)C(C)(C)C=3C=CC=2)C=CC=CC=1. The catalyst is C1C=CC(/C=C/C(/C=C/C2C=CC=CC=2)=O)=CC=1.C1C=CC(/C=C/C(/C=C/C2C=CC=CC=2)=O)=CC=1.C1C=CC(/C=C/C(/C=C/C2C=CC=CC=2)=O)=CC=1.[Pd].[Pd].O1CCOCC1. The product is [Cl:21][C:19]1[CH:20]=[C:15]([NH:13][C:10]2[CH:9]=[CH:8][C:7]([C@@H:3]3[CH2:4][CH2:5][CH2:6][N:2]3[CH3:1])=[CH:12][N:11]=2)[C:16](=[O:23])[N:17]([CH3:22])[N:18]=1. The yield is 0.520. (3) The reactants are [CH2:1]([C:3]([C:21]1[S:25][C:24]([C:26](O)=[O:27])=[C:23]([CH3:29])[CH:22]=1)([C:6]1[CH:11]=[CH:10][C:9]([O:12][CH2:13][CH:14]([OH:19])[C:15]([CH3:18])([CH3:17])[CH3:16])=[C:8]([CH3:20])[CH:7]=1)[CH2:4][CH3:5])[CH3:2].Cl.[CH3:31][O:32][C:33](=[O:38])[C:34]([NH2:37])([CH3:36])[CH3:35]. No catalyst specified. The product is [CH3:31][O:32][C:33](=[O:38])[C:34]([NH:37][C:26]([C:24]1[S:25][C:21]([C:3]([CH2:4][CH3:5])([C:6]2[CH:11]=[CH:10][C:9]([O:12][CH2:13][CH:14]([OH:19])[C:15]([CH3:18])([CH3:17])[CH3:16])=[C:8]([CH3:20])[CH:7]=2)[CH2:1][CH3:2])=[CH:22][C:23]=1[CH3:29])=[O:27])([CH3:36])[CH3:35]. The yield is 0.710. (4) The reactants are [Br:1][C:2]1[CH:7]=[C:6]([C:8]([F:11])([F:10])[F:9])[C:5]([NH:12][C:13](=[O:17])[O:14][CH2:15][CH3:16])=[C:4]([N+:18]([O-:20])=[O:19])[CH:3]=1.C(=O)([O-])[O-].[K+].[K+].[F:27][C:28]([F:38])([F:37])[C:29]1[CH:30]=[C:31]([CH:34]=[CH:35][CH:36]=1)[CH2:32]Br.Cl. The catalyst is CN(C)C=O. The product is [Br:1][C:2]1[CH:7]=[C:6]([C:8]([F:10])([F:9])[F:11])[C:5]([N:12]([CH2:32][C:31]2[CH:34]=[CH:35][CH:36]=[C:29]([C:28]([F:27])([F:37])[F:38])[CH:30]=2)[C:13](=[O:17])[O:14][CH2:15][CH3:16])=[C:4]([N+:18]([O-:20])=[O:19])[CH:3]=1. The yield is 0.820. (5) The reactants are [CH3:1]/[C:2](/[CH2:7][CH2:8]/[CH:9]=[C:10](\[CH3:17])/[CH2:11][CH2:12][CH:13]=[C:14]([CH3:16])[CH3:15])=[CH:3]\[CH2:4][CH:5]=[CH2:6].C=C[C:20]1[CH:25]=[CH:24][CH:23]=[CH:22][CH:21]=1. No catalyst specified. The product is [CH3:1]/[C:2](/[CH2:7][CH2:8]/[CH:9]=[C:10](\[CH3:17])/[CH2:11][CH2:12][CH:13]=[C:14]([CH3:16])[CH3:15])=[CH:3]\[CH2:4]/[CH:5]=[CH:6]/[C:20]1[CH:25]=[CH:24][CH:23]=[CH:22][CH:21]=1. The yield is 0.910. (6) The reactants are [O:1]1[C:5]2[CH:6]=[CH:7][C:8]([CH2:10][C:11]3[N:20]4[N:21]=[C:22]([NH2:24])[N:23]=[C:19]4[C:18]4[CH:17]=[CH:16][C:15](F)=[CH:14][C:13]=4[N:12]=3)=[CH:9][C:4]=2[O:3][CH2:2]1.[NH:26]1[CH2:31][CH2:30][O:29][CH2:28][CH2:27]1. No catalyst specified. The product is [O:1]1[C:5]2[CH:6]=[CH:7][C:8]([CH2:10][C:11]3[N:20]4[N:21]=[C:22]([NH2:24])[N:23]=[C:19]4[C:18]4[CH:17]=[CH:16][C:15]([N:26]5[CH2:31][CH2:30][O:29][CH2:28][CH2:27]5)=[CH:14][C:13]=4[N:12]=3)=[CH:9][C:4]=2[O:3][CH2:2]1. The yield is 0.500.